From a dataset of Forward reaction prediction with 1.9M reactions from USPTO patents (1976-2016). Predict the product of the given reaction. The product is: [CH2:29]([O:36][C:37]1[CH:43]=[CH:42][C:40]([NH:41][C:11](=[O:13])[CH:9]([NH:8][C:6](=[O:7])[O:5][C:1]([CH3:2])([CH3:3])[CH3:4])[CH3:10])=[C:39]([N+:44]([O-:46])=[O:45])[CH:38]=1)[C:30]1[CH:31]=[CH:32][CH:33]=[CH:34][CH:35]=1. Given the reactants [C:1]([O:5][C:6]([NH:8][CH:9]([C:11]([OH:13])=O)[CH3:10])=[O:7])([CH3:4])([CH3:3])[CH3:2].C(N(CC)CC)C.C(Cl)(=O)OCC(C)C.[CH2:29]([O:36][C:37]1[CH:43]=[CH:42][C:40]([NH2:41])=[C:39]([N+:44]([O-:46])=[O:45])[CH:38]=1)[C:30]1[CH:35]=[CH:34][CH:33]=[CH:32][CH:31]=1, predict the reaction product.